Dataset: Forward reaction prediction with 1.9M reactions from USPTO patents (1976-2016). Task: Predict the product of the given reaction. (1) Given the reactants [C:1]1([C:7]2[C:16]3[CH:15]=[CH:14][CH:13]=[CH:12][C:11]=3[N:10]=[C:9]3[C:17]4[C:22]([C:23]([C:25]5[CH:30]=[CH:29][CH:28]=[CH:27][CH:26]=5)(O)[C:8]=23)=[CH:21][CH:20]=[CH:19][CH:18]=4)[CH:6]=[CH:5][CH:4]=[CH:3][CH:2]=1.[CH3:31][C:32]1[CH:51]=[CH:50][C:35]([N:36]([C:44]2[CH:49]=[CH:48][CH:47]=[CH:46][CH:45]=2)[C:37]2[CH:42]=[CH:41][C:40]([CH3:43])=[CH:39][CH:38]=2)=[CH:34][CH:33]=1.FC(F)(F)S(O)(=O)=O, predict the reaction product. The product is: [C:1]1([C:7]2[C:16]3[CH:15]=[CH:14][CH:13]=[CH:12][C:11]=3[N:10]=[C:9]3[C:17]4[C:22]([C:23]([C:47]5[CH:48]=[CH:49][C:44]([N:36]([C:35]6[CH:34]=[CH:33][C:32]([CH3:31])=[CH:51][CH:50]=6)[C:37]6[CH:42]=[CH:41][C:40]([CH3:43])=[CH:39][CH:38]=6)=[CH:45][CH:46]=5)([C:25]5[CH:30]=[CH:29][CH:28]=[CH:27][CH:26]=5)[C:8]=23)=[CH:21][CH:20]=[CH:19][CH:18]=4)[CH:6]=[CH:5][CH:4]=[CH:3][CH:2]=1. (2) The product is: [C:1]([O-:20])(=[O:19])[CH2:2][CH2:3][CH2:4][CH2:5][CH2:6][CH2:7][CH2:8][CH2:9][CH2:10][CH2:11][CH2:12][CH2:13][CH2:14][CH2:15][CH2:16][CH2:17][CH3:18].[Na+:21].[Si:22]([O-:26])([O-:25])([O-:24])[O-:23].[Ca+2:27].[Ca+2:27]. Given the reactants [C:1]([O-:20])(=[O:19])[CH2:2][CH2:3][CH2:4][CH2:5][CH2:6][CH2:7][CH2:8][CH2:9][CH2:10][CH2:11][CH2:12][CH2:13][CH2:14][CH2:15][CH2:16][CH2:17][CH3:18].[Na+:21].[Si:22]([O-:26])([O-:25])([O-:24])[O-:23].[Ca+2:27].[Ca+2], predict the reaction product.